This data is from Retrosynthesis with 50K atom-mapped reactions and 10 reaction types from USPTO. The task is: Predict the reactants needed to synthesize the given product. (1) Given the product Cc1nc(N)nc(-c2cccc3ccccc23)c1C, predict the reactants needed to synthesize it. The reactants are: Cc1nc(N)nc(Cl)c1C.OB(O)c1cccc2ccccc12. (2) Given the product Clc1nsnc1N1CCSCC1, predict the reactants needed to synthesize it. The reactants are: C1CSCCN1.Clc1nsnc1Cl. (3) Given the product Cn1ncc(C(=O)NCCc2cccc(F)c2)c1N, predict the reactants needed to synthesize it. The reactants are: Cn1ncc(C(=O)NCCc2cccc(F)c2)c1[N+](=O)[O-]. (4) Given the product CCOC(=O)CCCOc1cccc(Br)c1, predict the reactants needed to synthesize it. The reactants are: CCOC(=O)CCCBr.Oc1cccc(Br)c1.